Task: Predict the reaction yield, written as a fraction of the theoretical maximum amount of product (1.0 means a 100% yield; for example, 0.34 means a 34% yield).. Dataset: Reaction yield outcomes from USPTO patents with 853,638 reactions The reactants are [CH:1]1[CH:2]=[C:3]([CH2:6][NH:7][C:8]2[C:13]([C:14]([OH:16])=O)=[CH:12][C:11]([S:17]([NH2:20])(=[O:19])=[O:18])=[C:10]([Cl:21])[CH:9]=2)[O:4][CH:5]=1.[NH:22]1[CH2:27][CH2:26][O:25][CH2:24][CH2:23]1.O[N:29]1C2C=CC=CC=2N=N1.C(Cl)CCl. The catalyst is CN(C=O)C.C(OCC)(=O)C. The product is [N:22]1([NH:29][C:14](=[O:16])[C:13]2[CH:12]=[C:11]([S:17]([NH2:20])(=[O:19])=[O:18])[C:10]([Cl:21])=[CH:9][C:8]=2[NH:7][CH2:6][C:3]2[O:4][CH:5]=[CH:1][CH:2]=2)[CH2:27][CH2:26][O:25][CH2:24][CH2:23]1. The yield is 0.800.